Task: Predict the reactants needed to synthesize the given product.. Dataset: Retrosynthesis with 50K atom-mapped reactions and 10 reaction types from USPTO The reactants are: COC1=C(OC)C(=O)C(Cc2ccc(OC(C)=O)c(C(=O)O)c2)=C(C)C1=O.Nc1cc(C(F)(F)F)cc(C(F)(F)F)c1. Given the product COC1=C(OC)C(=O)C(Cc2ccc(OC(C)=O)c(C(=O)Nc3cc(C(F)(F)F)cc(C(F)(F)F)c3)c2)=C(C)C1=O, predict the reactants needed to synthesize it.